Predict the reactants needed to synthesize the given product. From a dataset of Full USPTO retrosynthesis dataset with 1.9M reactions from patents (1976-2016). (1) Given the product [NH2:9][C:10]1[C:15]([O:16][CH2:17][CH:18]2[CH2:19][CH2:20][N:21]([C:24]3[N:29]=[C:28]([O:6][C@H:4]([CH3:5])[CH2:3][O:2][CH3:1])[N:27]=[C:26]([C:31]([NH:33][CH2:34][CH3:35])=[O:32])[CH:25]=3)[CH2:22][CH2:23]2)=[CH:14][C:13]([C:36]2[N:37]=[N:38][N:39]([CH3:41])[CH:40]=2)=[CH:12][N:11]=1, predict the reactants needed to synthesize it. The reactants are: [CH3:1][O:2][CH2:3][C@H:4]([OH:6])[CH3:5].[H-].[Na+].[NH2:9][C:10]1[C:15]([O:16][CH2:17][CH:18]2[CH2:23][CH2:22][N:21]([C:24]3[N:29]=[C:28](Cl)[N:27]=[C:26]([C:31]([NH:33][CH2:34][CH3:35])=[O:32])[CH:25]=3)[CH2:20][CH2:19]2)=[CH:14][C:13]([C:36]2[N:37]=[N:38][N:39]([CH3:41])[CH:40]=2)=[CH:12][N:11]=1.O. (2) Given the product [CH3:10][C:11]1[C:15]([CH2:16][O:17][C:18]2[CH:19]=[CH:20][C:21]([S:24]([NH:9][C:4]3[N:5]=[C:6]([CH3:8])[CH:7]=[C:2]([CH3:1])[N:3]=3)(=[O:26])=[O:25])=[CH:22][CH:23]=2)=[C:14]([CH3:28])[O:13][N:12]=1, predict the reactants needed to synthesize it. The reactants are: [CH3:1][C:2]1[CH:7]=[C:6]([CH3:8])[N:5]=[C:4]([NH2:9])[N:3]=1.[CH3:10][C:11]1[C:15]([CH2:16][O:17][C:18]2[CH:23]=[CH:22][C:21]([S:24](Cl)(=[O:26])=[O:25])=[CH:20][CH:19]=2)=[C:14]([CH3:28])[O:13][N:12]=1.C(N=C(N(C)C)N(C)C)(C)(C)C.ClCCl. (3) The reactants are: Cl[C:2]1[C:7]([C:8]([NH:10][C:11]2[CH:12]=[C:13]3[C:17](=[CH:18][CH:19]=2)[N:16]([C:20]([O:22][C:23]([CH3:26])([CH3:25])[CH3:24])=[O:21])[CH2:15][CH2:14]3)=[O:9])=[CH:6][CH:5]=[C:4]([CH3:27])[N:3]=1.C(OCC)(=O)C.O.[CH3:35][NH:36][CH3:37].O1CCCC1. Given the product [CH3:35][N:36]([CH3:37])[C:2]1[C:7]([C:8]([NH:10][C:11]2[CH:12]=[C:13]3[C:17](=[CH:18][CH:19]=2)[N:16]([C:20]([O:22][C:23]([CH3:25])([CH3:24])[CH3:26])=[O:21])[CH2:15][CH2:14]3)=[O:9])=[CH:6][CH:5]=[C:4]([CH3:27])[N:3]=1, predict the reactants needed to synthesize it. (4) Given the product [OH:8][CH2:9][CH2:10][N:11]1[C:15]([CH3:16])=[CH:14][C:13]([C:17]#[N:19])=[N:12]1, predict the reactants needed to synthesize it. The reactants are: C(N(CC)CC)C.[OH:8][CH2:9][CH2:10][N:11]1[C:15]([CH3:16])=[CH:14][C:13]([C:17]([NH2:19])=O)=[N:12]1.FC(F)(F)C(OC(=O)C(F)(F)F)=O.